The task is: Regression/Classification. Given a drug SMILES string, predict its absorption, distribution, metabolism, or excretion properties. Task type varies by dataset: regression for continuous measurements (e.g., permeability, clearance, half-life) or binary classification for categorical outcomes (e.g., BBB penetration, CYP inhibition). For this dataset (ppbr_az), we predict Y.. This data is from Plasma protein binding rate (PPBR) regression data from AstraZeneca. The drug is CO[C@H]1CC[C@]2(CC1)Cc1ccc(-c3cc(Cl)cc(C#N)c3)cc1C21N=C(C)C(N)=N1. The Y is 97.9 %.